From a dataset of Reaction yield outcomes from USPTO patents with 853,638 reactions. Predict the reaction yield, written as a fraction of the theoretical maximum amount of product (1.0 means a 100% yield; for example, 0.34 means a 34% yield). (1) The reactants are [CH3:1][C:2]([C:11]1[CH:16]=[CH:15][C:14]([C:17](=[O:29])[NH:18][C:19]2[N:20]=[C:21]3[CH:26]=[CH:25][CH:24]=[C:23]([CH3:27])[N:22]3[CH:28]=2)=[CH:13][CH:12]=1)([CH3:10])[CH2:3][CH2:4][C:5]([O:7]CC)=[O:6].[OH-].[K+]. The catalyst is O1CCCC1.C(O)C. The product is [CH3:10][C:2]([C:11]1[CH:12]=[CH:13][C:14]([C:17]([NH:18][C:19]2[N:20]=[C:21]3[CH:26]=[CH:25][CH:24]=[C:23]([CH3:27])[N:22]3[CH:28]=2)=[O:29])=[CH:15][CH:16]=1)([CH3:1])[CH2:3][CH2:4][C:5]([OH:7])=[O:6]. The yield is 0.720. (2) The reactants are [NH2:1][C:2]1[N:7]=[CH:6][C:5]([N:8]2[CH2:13][CH2:12][N:11]([C:14]([O:16][C:17]([CH3:20])([CH3:19])[CH3:18])=[O:15])[CH2:10][CH2:9]2)=[CH:4][CH:3]=1.Br[C:22]1[C:23](=[O:30])[N:24]([CH3:29])[CH:25]=[C:26]([Br:28])[CH:27]=1.C(=O)([O-])[O-].[Cs+].[Cs+].CC1(C)C2C(=C(P(C3C=CC=CC=3)C3C=CC=CC=3)C=CC=2)OC2C(P(C3C=CC=CC=3)C3C=CC=CC=3)=CC=CC1=2. The catalyst is C1C=CC(/C=C/C(/C=C/C2C=CC=CC=2)=O)=CC=1.C1C=CC(/C=C/C(/C=C/C2C=CC=CC=2)=O)=CC=1.C1C=CC(/C=C/C(/C=C/C2C=CC=CC=2)=O)=CC=1.[Pd].[Pd].O1CCOCC1. The product is [Br:28][C:26]1[CH:27]=[C:22]([NH:1][C:2]2[N:7]=[CH:6][C:5]([N:8]3[CH2:13][CH2:12][N:11]([C:14]([O:16][C:17]([CH3:20])([CH3:19])[CH3:18])=[O:15])[CH2:10][CH2:9]3)=[CH:4][CH:3]=2)[C:23](=[O:30])[N:24]([CH3:29])[CH:25]=1. The yield is 0.590. (3) The reactants are [CH2:1]([O:3][CH2:4][C:5](=O)[CH2:6][C:7]#[N:8])[CH3:2].Cl.[CH:11]([NH:14][NH2:15])([CH3:13])[CH3:12].Cl. The catalyst is C(O)C. The product is [CH2:1]([O:3][CH2:4][C:5]1[CH:6]=[C:7]([NH2:8])[N:14]([CH:11]([CH3:13])[CH3:12])[N:15]=1)[CH3:2]. The yield is 0.656. (4) The reactants are [N:1]1([C:7]2[CH:19]=[CH:18][C:10]([CH2:11][N:12]3[CH2:17][CH2:16][O:15][CH2:14][CH2:13]3)=[CH:9][CH:8]=2)[CH2:6][CH2:5][NH:4][CH2:3][CH2:2]1.F[C:21]1[CH:30]=[CH:29][C:24]([C:25]([O:27][CH3:28])=[O:26])=[CH:23][CH:22]=1.CCN(C(C)C)C(C)C. The yield is 0.460. The catalyst is CS(C)=O.O. The product is [CH3:28][O:27][C:25](=[O:26])[C:24]1[CH:29]=[CH:30][C:21]([N:4]2[CH2:3][CH2:2][N:1]([C:7]3[CH:19]=[CH:18][C:10]([CH2:11][N:12]4[CH2:13][CH2:14][O:15][CH2:16][CH2:17]4)=[CH:9][CH:8]=3)[CH2:6][CH2:5]2)=[CH:22][CH:23]=1.